From a dataset of Catalyst prediction with 721,799 reactions and 888 catalyst types from USPTO. Predict which catalyst facilitates the given reaction. (1) Reactant: C1(P(C2C=CC=CC=2)C2C=CC=CC=2)C=CC=CC=1.[C:20]([OH:28])(=[O:27])[C:21]1[CH:26]=[CH:25][CH:24]=[CH:23][CH:22]=1.[C:29]1([CH:35]2[O:40][C@H:39]3[CH2:41][C@@H:42](O)[CH2:43][O:44][C@@H:38]3[CH2:37][O:36]2)[CH:34]=[CH:33][CH:32]=[CH:31][CH:30]=1.CC(OC(/N=N/C(OC(C)C)=O)=O)C. Product: [C:20]([O:28][C@@H:42]1[CH2:43][O:44][C@H:38]2[C@@H:39]([O:40][CH:35]([C:29]3[CH:34]=[CH:33][CH:32]=[CH:31][CH:30]=3)[O:36][CH2:37]2)[CH2:41]1)(=[O:27])[C:21]1[CH:26]=[CH:25][CH:24]=[CH:23][CH:22]=1. The catalyst class is: 1. (2) Reactant: [F:1][C:2]([F:23])([F:22])[C:3]1[CH:17]=[C:16]([C:18]([F:21])([F:20])[F:19])[CH:15]=[CH:14][C:4]=1[CH2:5][N:6]1[CH2:11][CH2:10][CH:9]([CH:12]=O)[CH2:8][CH2:7]1.[OH:24][CH2:25][C:26]([CH3:36])([CH3:35])[CH2:27][NH:28][C:29]1[CH2:33][S:32][C:31](=[O:34])[N:30]=1.C([O-])(=O)C.[NH2+]1CCCCC1. Product: [F:23][C:2]([F:1])([F:22])[C:3]1[CH:17]=[C:16]([C:18]([F:21])([F:20])[F:19])[CH:15]=[CH:14][C:4]=1[CH2:5][N:6]1[CH2:11][CH2:10][CH:9](/[CH:12]=[C:33]2/[C:29]([NH:28][CH2:27][C:26]([CH3:36])([CH3:35])[CH2:25][OH:24])=[N:30][C:31](=[O:34])[S:32]/2)[CH2:8][CH2:7]1. The catalyst class is: 41. (3) Reactant: Br[C:2]1[CH:3]=[CH:4][C:5]([N:19]([CH2:24][CH:25]([CH3:27])[CH3:26])[CH2:20][CH:21]([CH3:23])[CH3:22])=[C:6]([NH:8][C:9]([NH:11][C:12]2[CH:17]=[CH:16][C:15]([CH3:18])=[CH:14][CH:13]=2)=[O:10])[CH:7]=1.[CH3:28][C:29]1([CH3:43])[CH2:34][O:33][B:32]([B:32]2[O:33][CH2:34][C:29]([CH3:43])([CH3:28])[CH2:30][O:31]2)[O:31][CH2:30]1.C([O-])(=O)C.[K+]. Product: [CH2:20]([N:19]([CH2:24][CH:25]([CH3:27])[CH3:26])[C:5]1[CH:4]=[CH:3][C:2]([B:32]2[O:33][CH2:34][C:29]([CH3:43])([CH3:28])[CH2:30][O:31]2)=[CH:7][C:6]=1[NH:8][C:9]([NH:11][C:12]1[CH:17]=[CH:16][C:15]([CH3:18])=[CH:14][CH:13]=1)=[O:10])[CH:21]([CH3:23])[CH3:22]. The catalyst class is: 58. (4) Reactant: [C:1]([NH:4][C:5]1[S:6][C:7]2[CH:13]=[C:12]([O:14][C:15]3[CH:16]=[C:17]([NH:21]C(=O)C(F)(F)F)[CH:18]=[CH:19][CH:20]=3)[CH:11]=[CH:10][C:8]=2[N:9]=1)(=[O:3])[CH3:2].CO.O.O.[OH-].[Li+]. Product: [NH2:21][C:17]1[CH:16]=[C:15]([CH:20]=[CH:19][CH:18]=1)[O:14][C:12]1[CH:11]=[CH:10][C:8]2[N:9]=[C:5]([NH:4][C:1](=[O:3])[CH3:2])[S:6][C:7]=2[CH:13]=1. The catalyst class is: 54. (5) Reactant: C(N(CC)CC)C.[NH2:8][C@@H:9]1[CH2:13][CH2:12][N:11]([C:14]2[C:23]3[C:18](=[CH:19][CH:20]=[C:21]([F:24])[CH:22]=3)[N:17]=[C:16]([C:25]3[CH:30]=[CH:29][CH:28]=[CH:27][C:26]=3[OH:31])[N:15]=2)[CH2:10]1.Cl[C:33]([O:35][CH2:36][CH:37]([CH3:39])[CH3:38])=[O:34]. Product: [F:24][C:21]1[CH:22]=[C:23]2[C:18](=[CH:19][CH:20]=1)[N:17]=[C:16]([C:25]1[CH:30]=[CH:29][CH:28]=[CH:27][C:26]=1[OH:31])[N:15]=[C:14]2[N:11]1[CH2:12][CH2:13][C@@H:9]([NH:8][C:33](=[O:34])[O:35][CH2:36][CH:37]([CH3:39])[CH3:38])[CH2:10]1. The catalyst class is: 2. (6) The catalyst class is: 13. Product: [CH3:30][S:31]([OH:34])(=[O:33])=[O:32].[F:1][C@@H:2]1[CH2:6][N:5]([C:7](=[O:27])[CH2:8][NH:9][C@@:10]2([CH3:26])[CH2:14][CH2:13][C@@H:12]([CH2:15][C:16]3[N:20]=[C:19]([CH:21]([CH3:23])[CH3:22])[O:18][N:17]=3)[C:11]2([CH3:24])[CH3:25])[C@H:4]([C:28]#[N:29])[CH2:3]1. Reactant: [F:1][C@@H:2]1[CH2:6][N:5]([C:7](=[O:27])[CH2:8][NH:9][C@@:10]2([CH3:26])[CH2:14][CH2:13][C@@H:12]([CH2:15][C:16]3[N:20]=[C:19]([CH:21]([CH3:23])[CH3:22])[O:18][N:17]=3)[C:11]2([CH3:25])[CH3:24])[C@H:4]([C:28]#[N:29])[CH2:3]1.[CH3:30][S:31]([OH:34])(=[O:33])=[O:32].